Dataset: Forward reaction prediction with 1.9M reactions from USPTO patents (1976-2016). Task: Predict the product of the given reaction. (1) Given the reactants [Cl:1][C:2]1[N:3]=[C:4]([N:14]2[CH2:19][CH2:18][O:17][CH2:16][CH2:15]2)[C:5]2[S:10][C:9]([CH:11]=O)=[C:8]([CH3:13])[C:6]=2[N:7]=1.[N:20]1([C:26]([CH3:31])([CH3:30])[C:27]([NH2:29])=[O:28])[CH2:25][CH2:24][NH:23][CH2:22][CH2:21]1.C(OC)(OC)OC.C(O)(=O)C.C(O[BH-](OC(=O)C)OC(=O)C)(=O)C.[Na+], predict the reaction product. The product is: [Cl:1][C:2]1[N:3]=[C:4]([N:14]2[CH2:19][CH2:18][O:17][CH2:16][CH2:15]2)[C:5]2[S:10][C:9]([CH2:11][N:23]3[CH2:22][CH2:21][N:20]([C:26]([CH3:31])([CH3:30])[C:27]([NH2:29])=[O:28])[CH2:25][CH2:24]3)=[C:8]([CH3:13])[C:6]=2[N:7]=1. (2) Given the reactants [Br:1][C:2]1[CH:7]=[CH:6][CH:5]=[C:4]([C:8]([C:17]2[N:22]=[C:21]([Br:23])[CH:20]=[CH:19][CH:18]=2)([C:10]2[N:15]=[C:14]([Br:16])[CH:13]=[CH:12][CH:11]=2)O)[N:3]=1.C(N(S(F)(F)[F:30])CC)C.[OH-].[Na+], predict the reaction product. The product is: [Br:1][C:2]1[CH:7]=[CH:6][CH:5]=[C:4]([C:8]([C:17]2[N:22]=[C:21]([Br:23])[CH:20]=[CH:19][CH:18]=2)([C:10]2[N:15]=[C:14]([Br:16])[CH:13]=[CH:12][CH:11]=2)[F:30])[N:3]=1.